The task is: Predict the product of the given reaction.. This data is from Forward reaction prediction with 1.9M reactions from USPTO patents (1976-2016). (1) Given the reactants Cl[C:2]1[C:3](=[O:18])[N:4]([CH:15]([CH3:17])[CH3:16])[S:5](=[O:14])(=[O:13])[C:6]=1[C:7]1[CH:12]=[CH:11][CH:10]=[CH:9][CH:8]=1.[Cl:19][C:20]1[C:21]([N:30]2[CH2:35][CH2:34][CH:33]([NH2:36])[CH2:32][CH2:31]2)=[N:22][CH:23]=[C:24]([C:26]([F:29])([F:28])[F:27])[CH:25]=1, predict the reaction product. The product is: [Cl:19][C:20]1[C:21]([N:30]2[CH2:31][CH2:32][CH:33]([NH:36][C:2]3[C:3](=[O:18])[N:4]([CH:15]([CH3:17])[CH3:16])[S:5](=[O:14])(=[O:13])[C:6]=3[C:7]3[CH:12]=[CH:11][CH:10]=[CH:9][CH:8]=3)[CH2:34][CH2:35]2)=[N:22][CH:23]=[C:24]([C:26]([F:28])([F:29])[F:27])[CH:25]=1. (2) Given the reactants [C:1]([O:5][C:6]([NH:8][C@H:9]([C:21]([OH:23])=O)[CH2:10][O:11][CH2:12][C:13]1[CH:18]=[CH:17][C:16]([O:19][CH3:20])=[CH:15][CH:14]=1)=[O:7])([CH3:4])([CH3:3])[CH3:2].CN(C(ON1N=NC2C=CC=CC1=2)=[N+](C)C)C.F[P-](F)(F)(F)(F)F.CCN(C(C)C)C(C)C.[CH2:57]([O:59][C:60](=[O:70])[CH2:61][NH:62][CH2:63][C:64]1[CH:69]=[CH:68][CH:67]=[CH:66][CH:65]=1)[CH3:58], predict the reaction product. The product is: [CH2:57]([O:59][C:60](=[O:70])[CH2:61][N:62]([CH2:63][C:64]1[CH:69]=[CH:68][CH:67]=[CH:66][CH:65]=1)[C:21](=[O:23])[C@@H:9]([NH:8][C:6]([O:5][C:1]([CH3:2])([CH3:3])[CH3:4])=[O:7])[CH2:10][O:11][CH2:12][C:13]1[CH:14]=[CH:15][C:16]([O:19][CH3:20])=[CH:17][CH:18]=1)[CH3:58].